This data is from Peptide-MHC class I binding affinity with 185,985 pairs from IEDB/IMGT. The task is: Regression. Given a peptide amino acid sequence and an MHC pseudo amino acid sequence, predict their binding affinity value. This is MHC class I binding data. (1) The peptide sequence is MTRRRVLSV. The MHC is HLA-B40:01 with pseudo-sequence HLA-B40:01. The binding affinity (normalized) is 0.213. (2) The peptide sequence is ASDFYGLL. The MHC is H-2-Kb with pseudo-sequence H-2-Kb. The binding affinity (normalized) is 0. (3) The peptide sequence is YLFFFLHWL. The MHC is HLA-A02:06 with pseudo-sequence HLA-A02:06. The binding affinity (normalized) is 0.487. (4) The peptide sequence is ETLNEYKQL. The MHC is HLA-A68:02 with pseudo-sequence HLA-A68:02. The binding affinity (normalized) is 0.239. (5) The binding affinity (normalized) is 0.0847. The MHC is HLA-B15:09 with pseudo-sequence HLA-B15:09. The peptide sequence is WEITYLGTT. (6) The peptide sequence is FPGCSFSIF. The MHC is HLA-B53:01 with pseudo-sequence HLA-B53:01. The binding affinity (normalized) is 0.892.